This data is from CYP2D6 inhibition data for predicting drug metabolism from PubChem BioAssay. The task is: Regression/Classification. Given a drug SMILES string, predict its absorption, distribution, metabolism, or excretion properties. Task type varies by dataset: regression for continuous measurements (e.g., permeability, clearance, half-life) or binary classification for categorical outcomes (e.g., BBB penetration, CYP inhibition). Dataset: cyp2d6_veith. (1) The molecule is O=C(Nc1ccc(-c2cn3ccccc3n2)cc1)c1cc(Br)ccc1O. The result is 0 (non-inhibitor). (2) The compound is CC(C)N=C(Nc1ccc(Cl)cc1)c1cccnc1. The result is 0 (non-inhibitor). (3) The drug is N#C[C@H](C(=O)O)C(c1c(Cl)cccc1Cl)[C@H](C#N)C(=O)O. The result is 0 (non-inhibitor). (4) The molecule is c1ccc2c(-c3c[nH]c4ccccc34)c3ccccc3nc2c1. The result is 1 (inhibitor). (5) The molecule is O=C1c2ccccc2C(=O)C1c1ccccc1. The result is 0 (non-inhibitor). (6) The molecule is O=C(N/N=C/c1ccc([N+](=O)[O-])s1)c1ccccc1Br. The result is 0 (non-inhibitor). (7) The result is 0 (non-inhibitor). The drug is CN(c1ccccc1)c1ccc(/C=c2\s/c(=C(/C#N)C(=O)C(C)(C)C)n(Cc3ccco3)c2=O)cc1.